From a dataset of Full USPTO retrosynthesis dataset with 1.9M reactions from patents (1976-2016). Predict the reactants needed to synthesize the given product. (1) Given the product [CH3:1][C:2]12[CH:17]([C:18]([OH:20])=[O:19])[CH:3]1[CH:4]([CH3:8])[CH2:5][CH2:6][CH2:7]2, predict the reactants needed to synthesize it. The reactants are: [CH3:1][C:2]1[CH2:7][CH2:6][CH2:5][CH:4]([CH3:8])[CH:3]=1.C[C@@]12[C@@H:17]([C:18]([O:20]CC)=[O:19])C1C[C@@H]1[C@@H](C1(C)C)C2. (2) Given the product [OH:37][NH:36][C:6](=[O:7])[CH2:5][O:4][C:3]1[CH:11]=[CH:12][C:13]([C:15](=[N:23][O:24][CH2:25][C:26]2[CH:27]=[CH:28][C:29]([C:32]([F:35])([F:34])[F:33])=[CH:30][CH:31]=2)[CH2:16][C:17]2[CH:18]=[CH:19][CH:20]=[CH:21][CH:22]=2)=[CH:14][C:2]=1[CH3:1], predict the reactants needed to synthesize it. The reactants are: [CH3:1][C:2]1[CH:14]=[C:13]([C:15](=[N:23][O:24][CH2:25][C:26]2[CH:31]=[CH:30][C:29]([C:32]([F:35])([F:34])[F:33])=[CH:28][CH:27]=2)[CH2:16][C:17]2[CH:22]=[CH:21][CH:20]=[CH:19][CH:18]=2)[CH:12]=[CH:11][C:3]=1[O:4][CH2:5][C:6](OCC)=[O:7].[NH2:36][OH:37].O.[C-]#N.[Na+]. (3) Given the product [Br:1][C:2]1[CH:7]=[C:6]([C:8](=[CH2:9])[CH2:10][CH:13]([OH:14])[C:12]([O:16][CH2:17][CH3:18])=[O:15])[CH:5]=[CH:4][CH:3]=1, predict the reactants needed to synthesize it. The reactants are: [Br:1][C:2]1[CH:7]=[C:6]([C:8]([CH3:10])=[CH2:9])[CH:5]=[CH:4][C:3]=1F.[C:12]([O:16][CH2:17][CH3:18])(=[O:15])[CH:13]=[O:14].O.FC(F)(F)S([O-])(=O)=O.[Yb+3].FC(F)(F)S([O-])(=O)=O.FC(F)(F)S([O-])(=O)=O. (4) Given the product [C:18]([N:15]1[CH2:14][CH2:13][N:12]([CH2:11][C:8]2[CH:7]=[CH:6][N:5]=[C:4]([NH:3][C:22]3[S:23][C:24]([C:27]#[N:28])=[CH:25][N:26]=3)[C:9]=2[CH3:10])[CH2:17][CH2:16]1)(=[O:20])[CH3:19], predict the reactants needed to synthesize it. The reactants are: [H-].[Na+].[NH2:3][C:4]1[C:9]([CH3:10])=[C:8]([CH2:11][N:12]2[CH2:17][CH2:16][N:15]([C:18](=[O:20])[CH3:19])[CH2:14][CH2:13]2)[CH:7]=[CH:6][N:5]=1.Cl[C:22]1[S:23][C:24]([C:27]#[N:28])=[CH:25][N:26]=1.